Task: Predict which catalyst facilitates the given reaction.. Dataset: Catalyst prediction with 721,799 reactions and 888 catalyst types from USPTO (1) Reactant: [N:1]1[N:2]=[C:3]([SH:6])[NH:4][CH:5]=1.C(=O)([O-])[O-].[K+].[K+].[C:13]([O:17][C:18]([NH:20][C@@:21]1([C:49]([O:51][CH2:52][C:53]2[CH:58]=[CH:57][CH:56]=[CH:55][C:54]=2[F:59])=[O:50])[CH2:26][C@H:25](OS(C2C=CC(C)=CC=2)(=O)=O)[C@@H:24]2[C@H:22]1[C@H:23]2[C:38]([O:40][CH2:41][C:42]1[CH:47]=[CH:46][CH:45]=[CH:44][C:43]=1[F:48])=[O:39])=[O:19])([CH3:16])([CH3:15])[CH3:14]. Product: [C:13]([O:17][C:18]([NH:20][C@@:21]1([C:49]([O:51][CH2:52][C:53]2[CH:58]=[CH:57][CH:56]=[CH:55][C:54]=2[F:59])=[O:50])[CH2:26][C@@H:25]([S:6][C:3]2[NH:4][CH:5]=[N:1][N:2]=2)[C@@H:24]2[C@H:22]1[C@H:23]2[C:38]([O:40][CH2:41][C:42]1[CH:47]=[CH:46][CH:45]=[CH:44][C:43]=1[F:48])=[O:39])=[O:19])([CH3:16])([CH3:14])[CH3:15]. The catalyst class is: 9. (2) Reactant: Cl[C:2](Cl)(Cl)[CH:3]([OH:5])O.S([O-])([O-])(=O)=O.[Na+].[Na+].Cl.[NH2:16][OH:17].Cl.[NH2:19][C:20]1[CH:25]=[CH:24][CH:23]=[CH:22][CH:21]=1. Product: [N:16](=[CH:2][C:3]([NH:19][C:20]1[CH:25]=[CH:24][CH:23]=[CH:22][CH:21]=1)=[O:5])[OH:17]. The catalyst class is: 6.